Dataset: NCI-60 drug combinations with 297,098 pairs across 59 cell lines. Task: Regression. Given two drug SMILES strings and cell line genomic features, predict the synergy score measuring deviation from expected non-interaction effect. (1) Drug 1: C1=CC(=C2C(=C1NCCNCCO)C(=O)C3=C(C=CC(=C3C2=O)O)O)NCCNCCO. Drug 2: C1=C(C(=O)NC(=O)N1)N(CCCl)CCCl. Cell line: OVCAR-5. Synergy scores: CSS=32.2, Synergy_ZIP=-1.37, Synergy_Bliss=5.35, Synergy_Loewe=-3.72, Synergy_HSA=8.37. (2) Drug 1: CCC(=C(C1=CC=CC=C1)C2=CC=C(C=C2)OCCN(C)C)C3=CC=CC=C3.C(C(=O)O)C(CC(=O)O)(C(=O)O)O. Drug 2: C(CN)CNCCSP(=O)(O)O. Cell line: UO-31. Synergy scores: CSS=4.57, Synergy_ZIP=-0.464, Synergy_Bliss=-1.22, Synergy_Loewe=2.23, Synergy_HSA=-0.295. (3) Drug 1: C1=NC2=C(N1)C(=S)N=C(N2)N. Drug 2: CC1=C(C(CCC1)(C)C)C=CC(=CC=CC(=CC(=O)O)C)C. Cell line: NCI-H226. Synergy scores: CSS=10.6, Synergy_ZIP=-6.36, Synergy_Bliss=-0.575, Synergy_Loewe=-7.60, Synergy_HSA=-0.340. (4) Drug 1: CC1OCC2C(O1)C(C(C(O2)OC3C4COC(=O)C4C(C5=CC6=C(C=C35)OCO6)C7=CC(=C(C(=C7)OC)O)OC)O)O. Drug 2: C1=NC2=C(N=C(N=C2N1C3C(C(C(O3)CO)O)F)Cl)N. Cell line: UACC-257. Synergy scores: CSS=26.4, Synergy_ZIP=-5.14, Synergy_Bliss=0.379, Synergy_Loewe=-0.284, Synergy_HSA=0.878. (5) Drug 1: CC1=C(C=C(C=C1)NC2=NC=CC(=N2)N(C)C3=CC4=NN(C(=C4C=C3)C)C)S(=O)(=O)N.Cl. Drug 2: CC1=C(C(CCC1)(C)C)C=CC(=CC=CC(=CC(=O)O)C)C. Cell line: MDA-MB-231. Synergy scores: CSS=0.543, Synergy_ZIP=0.687, Synergy_Bliss=0.639, Synergy_Loewe=-4.80, Synergy_HSA=-4.26. (6) Drug 1: C1=CC(=CC=C1CCC2=CNC3=C2C(=O)NC(=N3)N)C(=O)NC(CCC(=O)O)C(=O)O. Drug 2: CC1=CC=C(C=C1)C2=CC(=NN2C3=CC=C(C=C3)S(=O)(=O)N)C(F)(F)F. Cell line: PC-3. Synergy scores: CSS=43.6, Synergy_ZIP=1.45, Synergy_Bliss=-0.855, Synergy_Loewe=0.250, Synergy_HSA=1.42. (7) Synergy scores: CSS=58.5, Synergy_ZIP=1.09, Synergy_Bliss=0.229, Synergy_Loewe=-3.66, Synergy_HSA=1.86. Drug 1: CC1=C2C(C(=O)C3(C(CC4C(C3C(C(C2(C)C)(CC1OC(=O)C(C(C5=CC=CC=C5)NC(=O)C6=CC=CC=C6)O)O)OC(=O)C7=CC=CC=C7)(CO4)OC(=O)C)O)C)OC(=O)C. Cell line: HT29. Drug 2: C1CC(CNC1)C2=CC=C(C=C2)N3C=C4C=CC=C(C4=N3)C(=O)N. (8) Drug 1: C1=CC(=C(C=C1I)F)NC2=C(C=CC(=C2F)F)C(=O)NOCC(CO)O. Drug 2: B(C(CC(C)C)NC(=O)C(CC1=CC=CC=C1)NC(=O)C2=NC=CN=C2)(O)O. Cell line: NCIH23. Synergy scores: CSS=61.7, Synergy_ZIP=-3.71, Synergy_Bliss=-2.82, Synergy_Loewe=-2.50, Synergy_HSA=-0.549.